Dataset: Reaction yield outcomes from USPTO patents with 853,638 reactions. Task: Predict the reaction yield, written as a fraction of the theoretical maximum amount of product (1.0 means a 100% yield; for example, 0.34 means a 34% yield). (1) The product is [F:15][C:6]([F:14])([CH2:7][C:8]1[CH:13]=[CH:12][CH:11]=[CH:10][CH:9]=1)[CH2:5][C@H:4]([NH:16][C:17]([N:19]1[CH2:20][CH2:21][O:22][CH2:23][CH2:24]1)=[O:18])[C:3]([OH:25])=[O:2]. The yield is 0.930. The catalyst is CO.O.O. The reactants are C[O:2][C:3](=[O:25])[C@@H:4]([NH:16][C:17]([N:19]1[CH2:24][CH2:23][O:22][CH2:21][CH2:20]1)=[O:18])[CH2:5][C:6]([F:15])([F:14])[CH2:7][C:8]1[CH:13]=[CH:12][CH:11]=[CH:10][CH:9]=1. (2) The reactants are [Cl:1][C:2]1[CH:8]=[CH:7][C:5]([NH2:6])=[CH:4][CH:3]=1.[ClH:9].[CH:10](=O)/[CH:11]=[CH:12]/[CH3:13].[Cl-].[Zn+2:16].[Cl-]. The catalyst is C(O)CCC. The product is [ClH:1].[Cl:1][C:2]1[CH:8]=[C:7]2[C:5](=[CH:4][CH:3]=1)[N:6]=[C:12]([CH3:13])[CH:11]=[CH:10]2.[Cl-:9].[Zn+2:16].[Cl-:1]. The yield is 0.620. (3) The reactants are [CH:1]1([N:7]([CH:18]2[CH2:23][CH2:22][CH2:21][CH2:20][CH2:19]2)[C:8]([NH:10][C:11]2[S:12][C:13](C=O)=[CH:14][N:15]=2)=[O:9])[CH2:6][CH2:5][CH2:4][CH2:3][CH2:2]1.[C:24]([CH:29]=P(C1C=CC=CC=1)(C1C=CC=CC=1)C1C=CC=CC=1)([O:26][CH2:27][CH3:28])=[O:25].[CH2:49]1COCC1. No catalyst specified. The product is [CH2:27]([O:26][C:24](=[O:25])[CH:29]=[CH:49][C:13]1[S:12][C:11]([NH:10][C:8]([N:7]([CH:18]2[CH2:19][CH2:20][CH2:21][CH2:22][CH2:23]2)[CH:1]2[CH2:2][CH2:3][CH2:4][CH2:5][CH2:6]2)=[O:9])=[N:15][CH:14]=1)[CH3:28]. The yield is 0.690.